The task is: Regression. Given a peptide amino acid sequence and an MHC pseudo amino acid sequence, predict their binding affinity value. This is MHC class II binding data.. This data is from Peptide-MHC class II binding affinity with 134,281 pairs from IEDB. (1) The peptide sequence is QAAVVRFQEAANKQK. The MHC is DRB1_1001 with pseudo-sequence DRB1_1001. The binding affinity (normalized) is 0.527. (2) The binding affinity (normalized) is 0.216. The MHC is HLA-DPA10103-DPB10401 with pseudo-sequence HLA-DPA10103-DPB10401. The peptide sequence is GITIKKTGQALVVGI. (3) The peptide sequence is VFGYRKPLDNIKDNV. The MHC is DRB1_1101 with pseudo-sequence DRB1_1101. The binding affinity (normalized) is 0.221. (4) The peptide sequence is IIVGRGDSRLTYQWH. The MHC is DRB1_1101 with pseudo-sequence DRB1_1101. The binding affinity (normalized) is 0.325. (5) The peptide sequence is LQMVGMRRPQQGASG. The MHC is DRB1_0404 with pseudo-sequence DRB1_0404. The binding affinity (normalized) is 0.140.